This data is from Experimental lipophilicity measurements (octanol/water distribution) for 4,200 compounds from AstraZeneca. The task is: Regression/Classification. Given a drug SMILES string, predict its absorption, distribution, metabolism, or excretion properties. Task type varies by dataset: regression for continuous measurements (e.g., permeability, clearance, half-life) or binary classification for categorical outcomes (e.g., BBB penetration, CYP inhibition). For this dataset (lipophilicity_astrazeneca), we predict Y. The Y is -0.370 logD. The compound is CC[C@@H]1C(=O)OC[C@@H]1Cc1cncn1C.